From a dataset of Reaction yield outcomes from USPTO patents with 853,638 reactions. Predict the reaction yield, written as a fraction of the theoretical maximum amount of product (1.0 means a 100% yield; for example, 0.34 means a 34% yield). (1) The reactants are [CH:1]1([S:4]([N:7]2[C:11]3=[CH:12][C:13]4[S:17][N:16]=[N:15][C:14]=4[C:18]([F:19])=[C:10]3[N:9]([C:20]3[CH:25]=[CH:24][C:23]([I:26])=[CH:22][C:21]=3[F:27])C2=O)(=[O:6])=[O:5])[CH2:3][CH2:2]1.C[Si](C)(C)[O-].[K+]. The catalyst is C1COCC1. The product is [F:19][C:18]1[C:14]2[N:15]=[N:16][S:17][C:13]=2[CH:12]=[C:11]([NH:7][S:4]([CH:1]2[CH2:3][CH2:2]2)(=[O:5])=[O:6])[C:10]=1[NH:9][C:20]1[CH:25]=[CH:24][C:23]([I:26])=[CH:22][C:21]=1[F:27]. The yield is 0.601. (2) No catalyst specified. The yield is 0.810. The reactants are Br[CH2:2][C:3]1[O:4][C:5]2[CH:11]=[C:10]([C:12]([O:14][CH2:15][CH3:16])=[O:13])[CH:9]=[C:8]([O:17][C:18]3[CH:23]=[CH:22][C:21]([CH:24]([F:26])[F:25])=[CH:20][CH:19]=3)[C:6]=2[CH:7]=1.CS(C)=[O:29]. The product is [F:25][CH:24]([F:26])[C:21]1[CH:22]=[CH:23][C:18]([O:17][C:8]2[C:6]3[CH:7]=[C:3]([CH:2]=[O:29])[O:4][C:5]=3[CH:11]=[C:10]([C:12]([O:14][CH2:15][CH3:16])=[O:13])[CH:9]=2)=[CH:19][CH:20]=1. (3) The catalyst is Cl. The yield is 0.670. The reactants are [CH:1]1[C:13]2[CH:12]([CH2:14][O:15][C:16]([N:18]3[CH2:22][CH2:21][CH:20]([CH:23]([NH:27]C(OC(C)(C)C)=O)[C:24]([OH:26])=[O:25])[CH2:19]3)=[O:17])[C:11]3[C:6](=[CH:7][CH:8]=[CH:9][CH:10]=3)[C:5]=2[CH:4]=[CH:3][CH:2]=1.[CH3:35]OC(OC)(C)C. The product is [CH:10]1[C:11]2[CH:12]([CH2:14][O:15][C:16]([N:18]3[CH2:22][CH2:21][CH:20]([CH:23]([NH2:27])[C:24]([O:26][CH3:35])=[O:25])[CH2:19]3)=[O:17])[C:13]3[C:5](=[CH:4][CH:3]=[CH:2][CH:1]=3)[C:6]=2[CH:7]=[CH:8][CH:9]=1. (4) The reactants are [CH2:1]([O:8][C:9]1[CH:14]=[CH:13][C:12]([C:15]2[N:19]([CH:20]3[CH2:25][CH2:24][CH2:23][CH2:22][CH2:21]3)[C:18]3[CH:26]=[CH:27][C:28]([C:30]([O:32]C)=[O:31])=[CH:29][C:17]=3[N:16]=2)=[CH:11][CH:10]=1)[C:2]1[CH:7]=[CH:6][CH:5]=[CH:4][CH:3]=1.[OH-].[Na+]. The catalyst is O1CCCC1.C(O)C. The product is [CH2:1]([O:8][C:9]1[CH:14]=[CH:13][C:12]([C:15]2[N:19]([CH:20]3[CH2:21][CH2:22][CH2:23][CH2:24][CH2:25]3)[C:18]3[CH:26]=[CH:27][C:28]([C:30]([OH:32])=[O:31])=[CH:29][C:17]=3[N:16]=2)=[CH:11][CH:10]=1)[C:2]1[CH:7]=[CH:6][CH:5]=[CH:4][CH:3]=1. The yield is 1.00. (5) The reactants are [NH2:1][C@:2]12[CH2:28][CH2:27][C@@H:26]([C:29]([CH3:31])=[CH2:30])[C@@H:3]1[C@@H:4]1[C@@:17]([CH3:20])([CH2:18][CH2:19]2)[C@@:16]2([CH3:21])[C@@H:7]([C@:8]3([CH3:25])[C@@H:13]([CH2:14][CH2:15]2)[C:12]([CH3:23])([CH3:22])[C:11](=[O:24])[CH2:10][CH2:9]3)[CH2:6][CH2:5]1.[OH-].[Na+].[C:34](O[C:34]([O:36][C:37]([CH3:40])([CH3:39])[CH3:38])=[O:35])([O:36][C:37]([CH3:40])([CH3:39])[CH3:38])=[O:35].CO. The catalyst is O1CCOCC1.O.ClCCl. The product is [C:37]([O:36][C:34](=[O:35])[NH:1][C@:2]12[CH2:28][CH2:27][C@@H:26]([C:29]([CH3:31])=[CH2:30])[C@@H:3]1[C@@H:4]1[C@@:17]([CH3:20])([CH2:18][CH2:19]2)[C@@:16]2([CH3:21])[C@@H:7]([C@:8]3([CH3:25])[C@@H:13]([CH2:14][CH2:15]2)[C:12]([CH3:22])([CH3:23])[C:11](=[O:24])[CH2:10][CH2:9]3)[CH2:6][CH2:5]1)([CH3:40])([CH3:39])[CH3:38]. The yield is 0.900. (6) The reactants are ON1C2C=CC=CC=2N=N1.C1(N=C=NC2CCCCC2)CCCCC1.C(N(CC)CC)C.[CH:33]1([CH2:36][N:37]2[C:45]([N:46]3[CH2:51][CH2:50][NH:49][C@H:48]([CH3:52])[CH2:47]3)=[N:44][C:43]3[C:38]2=[N:39][C:40]([C:59]2[CH:60]=[N:61][C:62]([NH2:65])=[N:63][CH:64]=2)=[N:41][C:42]=3[N:53]2[CH2:58][CH2:57][O:56][CH2:55][CH2:54]2)[CH2:35][CH2:34]1.[C:66](O)(=[O:70])[C@@H:67]([CH3:69])[OH:68]. The catalyst is C(Cl)Cl.CO.C(Cl)Cl.CN(C)C=O. The product is [NH2:65][C:62]1[N:63]=[CH:64][C:59]([C:40]2[N:39]=[C:38]3[C:43]([N:44]=[C:45]([N:46]4[CH2:51][CH2:50][N:49]([C:66](=[O:70])[C@H:67]([OH:68])[CH3:69])[C@H:48]([CH3:52])[CH2:47]4)[N:37]3[CH2:36][CH:33]3[CH2:35][CH2:34]3)=[C:42]([N:53]3[CH2:58][CH2:57][O:56][CH2:55][CH2:54]3)[N:41]=2)=[CH:60][N:61]=1. The yield is 0.760. (7) The reactants are [N+:1]([C:4]1[CH:5]=[C:6]([CH:9]=[CH:10][C:11]=1[NH2:12])[C:7]#[N:8])([O-:3])=[O:2].C[Si]([N-][Si](C)(C)C)(C)C.[Na+].[CH3:23][S:24](O[S:24]([CH3:23])(=[O:26])=[O:25])(=[O:26])=[O:25]. No catalyst specified. The product is [CH3:23][S:24]([NH:12][C:11]1[CH:10]=[CH:9][C:6]([C:7]#[N:8])=[CH:5][C:4]=1[N+:1]([O-:3])=[O:2])(=[O:26])=[O:25]. The yield is 0.540.